This data is from Catalyst prediction with 721,799 reactions and 888 catalyst types from USPTO. The task is: Predict which catalyst facilitates the given reaction. (1) Reactant: ClC1C=C(C=CC=1)C(OO)=[O:6].[F:12][C:13]1[CH:18]=[CH:17][C:16]([S:19][CH3:20])=[CH:15][N:14]=1. Product: [F:12][C:13]1[CH:18]=[CH:17][C:16]([S:19]([CH3:20])=[O:6])=[CH:15][N:14]=1. The catalyst class is: 4. (2) Reactant: [NH2:1][C:2]1[C:3]([C:25]#[C:26][CH2:27][NH:28][C:29](=[O:31])[O-:30])=[N:4][CH:5]=[N:6][C:7]=1[NH:8][C:9]1[CH:14]=[CH:13][C:12]([O:15][CH2:16][C:17]2[CH:22]=[CH:21][CH:20]=[C:19]([F:23])[CH:18]=2)=[C:11]([Cl:24])[CH:10]=1. Product: [C:17]([O:31][C:29](=[O:30])[NH:28][CH2:27][C:26]1[NH:1][C:2]2[C:7]([NH:8][C:9]3[CH:14]=[CH:13][C:12]([O:15][CH2:16][C:17]4[CH:22]=[CH:21][CH:20]=[C:19]([F:23])[CH:18]=4)=[C:11]([Cl:24])[CH:10]=3)=[N:6][CH:5]=[N:4][C:3]=2[CH:25]=1)([CH3:22])([CH3:18])[CH3:16]. The catalyst class is: 590. (3) Reactant: [Br:1][C:2]1[CH:3]=[CH:4][C:5]([NH2:8])=[N:6][CH:7]=1.Br[CH2:10][C:11]([C:13]1[CH:18]=[CH:17][C:16]([F:19])=[CH:15][CH:14]=1)=O.C(=O)(O)[O-].[Na+]. Product: [Br:1][C:2]1[CH:3]=[CH:4][C:5]2[N:6]([CH:10]=[C:11]([C:13]3[CH:18]=[CH:17][C:16]([F:19])=[CH:15][CH:14]=3)[N:8]=2)[CH:7]=1. The catalyst class is: 8.